From a dataset of Catalyst prediction with 721,799 reactions and 888 catalyst types from USPTO. Predict which catalyst facilitates the given reaction. (1) Reactant: C([N:8]1[CH2:13][C@H:12]([CH3:14])[CH2:11][C@H:10]([NH:15][C:16](=[O:22])[O:17][C:18]([CH3:21])([CH3:20])[CH3:19])[CH2:9]1)C1C=CC=CC=1.CC(O)=O. Product: [CH3:14][C@H:12]1[CH2:13][NH:8][CH2:9][C@@H:10]([NH:15][C:16](=[O:22])[O:17][C:18]([CH3:21])([CH3:20])[CH3:19])[CH2:11]1. The catalyst class is: 50. (2) Reactant: [C:1]1([SH:7])[CH:6]=[CH:5][CH:4]=[CH:3][CH:2]=1.[H-].[Na+].C([C@@H]([C@H](C(O)=O)O)O)(O)=O.[N:20]12[CH2:27][CH2:26][CH:23]([CH2:24][CH2:25]1)[C@H:22]([CH2:28]OS(C)(=O)=O)[CH2:21]2. Product: [C:1]1([S:7][CH2:28][C@H:22]2[CH:23]3[CH2:26][CH2:27][N:20]([CH2:25][CH2:24]3)[CH2:21]2)[CH:6]=[CH:5][CH:4]=[CH:3][CH:2]=1. The catalyst class is: 384. (3) Reactant: [CH3:1][N:2]1[CH2:7][CH2:6][N:5]([C:8]2[N:13]3[CH:14]=[C:15]([CH2:17][N:18]4[C@H:31]5[C@H:22]([CH2:23][CH2:24][C:25]6[C:30]5=[N:29][CH:28]=[CH:27][CH:26]=6)[CH2:21][CH2:20][CH2:19]4)[N:16]=[C:12]3[CH:11]=[CH:10][CH:9]=2)[CH2:4][CH2:3]1.[CH3:32][N:33]1[CH2:38][CH2:37][NH:36][CH2:35][CH2:34]1.[C:39](O)(=O)C.C=O. Product: [CH3:1][N:2]1[CH2:3][CH2:4][N:5]([C:8]2[N:13]3[C:14]([CH2:32][N:33]4[CH2:38][CH2:37][N:36]([CH3:39])[CH2:35][CH2:34]4)=[C:15]([CH2:17][N:18]4[C@H:31]5[C@H:22]([CH2:23][CH2:24][C:25]6[C:30]5=[N:29][CH:28]=[CH:27][CH:26]=6)[CH2:21][CH2:20][CH2:19]4)[N:16]=[C:12]3[CH:11]=[CH:10][CH:9]=2)[CH2:6][CH2:7]1. The catalyst class is: 6.